Dataset: Forward reaction prediction with 1.9M reactions from USPTO patents (1976-2016). Task: Predict the product of the given reaction. (1) Given the reactants FC1C=C(C2CCC3C(=CC=C(O)C=3)O2)C=CC=1.[CH3:19][O:20][C:21]1[CH:22]=[C:23]([CH:27]2[CH2:36][CH:35](O)[C:34]3[C:29](=[CH:30][CH:31]=[C:32]([OH:38])[CH:33]=3)[O:28]2)[CH:24]=[CH:25][CH:26]=1, predict the reaction product. The product is: [CH3:19][O:20][C:21]1[CH:22]=[C:23]([CH:27]2[CH2:36][CH2:35][C:34]3[C:29](=[CH:30][CH:31]=[C:32]([OH:38])[CH:33]=3)[O:28]2)[CH:24]=[CH:25][CH:26]=1. (2) Given the reactants [N:1]1[CH:6]=[CH:5][N:4]=[C:3]2[NH:7][C:8]([C:10]3[C:18]4[C:13](=[CH:14][CH:15]=[CH:16][CH:17]=4)[N:12]([CH2:19][CH2:20][CH2:21]O)[CH:11]=3)=[CH:9][C:2]=12.C(Br)(Br)(Br)[Br:24].C1(P(C2C=CC=CC=2)C2C=CC=CC=2)C=CC=CC=1, predict the reaction product. The product is: [N:1]1[CH:6]=[CH:5][N:4]=[C:3]2[NH:7][C:8]([C:10]3[C:18]4[C:13](=[CH:14][CH:15]=[CH:16][CH:17]=4)[N:12]([CH2:19][CH2:20][CH2:21][Br:24])[CH:11]=3)=[CH:9][C:2]=12. (3) Given the reactants Cl.Cl.[NH2:3][C:4]1[CH:27]=[CH:26][C:7]([O:8][C:9]2[N:14]=[CH:13][C:12]([NH:15][C:16](=[O:25])[C:17]3[CH:22]=[CH:21][C:20]([Cl:23])=[C:19]([Cl:24])[CH:18]=3)=[CH:11][CH:10]=2)=[CH:6][CH:5]=1.C(N(CC)CC)C.[C:35](Cl)(=[O:43])[O:36][C:37]1[CH:42]=[CH:41][CH:40]=[CH:39][CH:38]=1.O, predict the reaction product. The product is: [C:37]1([O:36][C:35](=[O:43])[NH:3][C:4]2[CH:27]=[CH:26][C:7]([O:8][C:9]3[CH:10]=[CH:11][C:12]([NH:15][C:16](=[O:25])[C:17]4[CH:22]=[CH:21][C:20]([Cl:23])=[C:19]([Cl:24])[CH:18]=4)=[CH:13][N:14]=3)=[CH:6][CH:5]=2)[CH:42]=[CH:41][CH:40]=[CH:39][CH:38]=1. (4) Given the reactants Br[C:2]1[CH:20]=[CH:19][C:5]([C:6]([N:8]([CH2:10][C:11]2[CH:16]=[CH:15][CH:14]=[C:13]([O:17][CH3:18])[CH:12]=2)[CH3:9])=[O:7])=[CH:4][CH:3]=1.[CH3:21][C:22]1[CH:23]=[C:24](B(O)O)[CH:25]=[CH:26][CH:27]=1, predict the reaction product. The product is: [CH3:18][O:17][C:13]1[CH:12]=[C:11]([CH:16]=[CH:15][CH:14]=1)[CH2:10][N:8]([CH3:9])[C:6]([C:5]1[CH:19]=[CH:20][C:2]([C:26]2[CH:25]=[CH:24][CH:23]=[C:22]([CH3:21])[CH:27]=2)=[CH:3][CH:4]=1)=[O:7]. (5) Given the reactants [ClH:1].[S:2]1[CH:6]=[CH:5][C:4]2[C:7]([C:11]3[N:12]4[CH2:19][CH2:18][N:17]=[C:13]4[S:14][C:15]=3[CH3:16])=[CH:8][CH:9]=[CH:10][C:3]1=2.[C:20](=O)([O-])O.[Na+], predict the reaction product. The product is: [ClH:1].[CH3:16][C:15]1[S:14][C:13]2=[N:17][CH2:18][CH2:19][N:12]2[C:11]=1[C:7]1[C:4]2[CH:5]=[C:6]([CH3:20])[S:2][C:3]=2[CH:10]=[CH:9][CH:8]=1.